Dataset: Forward reaction prediction with 1.9M reactions from USPTO patents (1976-2016). Task: Predict the product of the given reaction. (1) The product is: [C:3]([C:7]1[CH:8]=[C:9]([CH3:12])[C:10](=[C:18]([C:20]2[CH:25]=[CH:24][C:23]([CH3:26])=[CH:22][CH:21]=2)[C:17]2[CH:27]=[CH:28][C:14]([CH3:13])=[CH:15][CH:16]=2)[CH:11]=1)([CH3:6])([CH3:5])[CH3:4]. Given the reactants [OH-].[K+].[C:3]([C:7]1[CH:8]=[C:9]([CH3:12])[CH2:10][CH:11]=1)([CH3:6])([CH3:5])[CH3:4].[CH3:13][C:14]1[CH:28]=[CH:27][C:17]([C:18]([C:20]2[CH:25]=[CH:24][C:23]([CH3:26])=[CH:22][CH:21]=2)=O)=[CH:16][CH:15]=1.Cl, predict the reaction product. (2) Given the reactants [CH2:1]([O:3][CH2:4][C:5]1[N:6]([CH2:19][CH2:20][O:21][CH2:22][C:23]#[CH:24])[C:7]2[C:12]([CH3:13])=[C:11]([CH3:14])[N:10]3[N:15]=[N:16][N:17]=[C:9]3[C:8]=2[N:18]=1)[CH3:2].C(OCCNC(=O)OC(C)(C)C)C#C.Br[C:40]1[CH:41]=[N:42][CH:43]=[N:44][CH:45]=1.BrC1C=NC=CC=1, predict the reaction product. The product is: [CH2:1]([O:3][CH2:4][C:5]1[N:6]([CH2:19][CH2:20][O:21][CH2:22][C:23]#[C:24][C:40]2[CH:41]=[N:42][CH:43]=[N:44][CH:45]=2)[C:7]2[C:12]([CH3:13])=[C:11]([CH3:14])[N:10]3[N:15]=[N:16][N:17]=[C:9]3[C:8]=2[N:18]=1)[CH3:2]. (3) Given the reactants [Mg].II.[Cl:4][C:5]1[CH:10]=[CH:9][C:8]([CH3:11])=[C:7](I)[CH:6]=1.[N:13]1[C:20]([Cl:21])=[N:19][C:17](Cl)=[N:16][C:14]=1[Cl:15], predict the reaction product. The product is: [Cl:15][C:14]1[N:13]=[C:20]([Cl:21])[N:19]=[C:17]([C:7]2[CH:6]=[C:5]([Cl:4])[CH:10]=[CH:9][C:8]=2[CH3:11])[N:16]=1. (4) Given the reactants [CH2:1]([C@H:4]1[C:8]2=[N:9][CH:10]=[C:11]([N:14]([CH2:25][CH:26]=[CH2:27])[C:15]([O:17][CH2:18][C:19]3[CH:24]=[CH:23][CH:22]=[CH:21][CH:20]=3)=[O:16])[C:12](=[O:13])[N:7]2[C@H:6]([C:28](O)=[O:29])[CH2:5]1)[CH:2]=[CH2:3].Cl.[CH2:32]([O:39][C:40](=[O:52])[NH:41][C:42]([C:44]1[CH:49]=[CH:48][C:47]([CH2:50][NH2:51])=[CH:46][CH:45]=1)=[NH:43])[C:33]1[CH:38]=[CH:37][CH:36]=[CH:35][CH:34]=1.C1C=NC2N(O)N=NC=2C=1.C([O-])(O)=O.[Na+].CCN=C=NCCCN(C)C, predict the reaction product. The product is: [CH2:25]([N:14]([C:11]1[C:12](=[O:13])[N:7]2[C@H:6]([C:28](=[O:29])[NH:51][CH2:50][C:47]3[CH:46]=[CH:45][C:44]([C:42]([NH:41][C:40]([O:39][CH2:32][C:33]4[CH:38]=[CH:37][CH:36]=[CH:35][CH:34]=4)=[O:52])=[NH:43])=[CH:49][CH:48]=3)[CH2:5][C@@H:4]([CH2:1][CH:2]=[CH2:3])[C:8]2=[N:9][CH:10]=1)[C:15](=[O:16])[O:17][CH2:18][C:19]1[CH:24]=[CH:23][CH:22]=[CH:21][CH:20]=1)[CH:26]=[CH2:27]. (5) Given the reactants Cl[C:2]1[CH:3]=[CH:4][C:5]([C:15]([N:17]2[CH2:22][CH2:21][N:20]([C:23]3[C:28]([CH3:29])=[CH:27][C:26]([CH3:30])=[CH:25][N:24]=3)[CH2:19][CH2:18]2)=[O:16])=[C:6]([N:8]2[CH2:12][CH2:11][N:10]([CH3:13])[C:9]2=[O:14])[CH:7]=1.[CH3:31][CH:32]1[NH:36][C:35](=[O:37])[CH2:34][CH2:33]1, predict the reaction product. The product is: [CH3:29][C:28]1[C:23]([N:20]2[CH2:21][CH2:22][N:17]([C:15]([C:5]3[CH:4]=[CH:3][C:2]([N:36]4[C:35](=[O:37])[CH2:34][CH2:33][CH:32]4[CH3:31])=[CH:7][C:6]=3[N:8]3[CH2:12][CH2:11][N:10]([CH3:13])[C:9]3=[O:14])=[O:16])[CH2:18][CH2:19]2)=[N:24][CH:25]=[C:26]([CH3:30])[CH:27]=1. (6) Given the reactants Cl[C:2]1[CH:7]=[CH:6][N:5]=[C:4]([NH:8][CH2:9][C:10]2[O:14][N:13]=[C:12]([CH3:15])[CH:11]=2)[N:3]=1.[CH3:16][O:17][C:18]1[CH:19]=[C:20]([CH:29]=[C:30]([O:32][CH3:33])[CH:31]=1)[O:21][CH2:22][C:23]1[NH:27][N:26]=[C:25]([NH2:28])[CH:24]=1.[OH-].[NH4+].C(#N)C, predict the reaction product. The product is: [CH3:33][O:32][C:30]1[CH:29]=[C:20]([CH:19]=[C:18]([O:17][CH3:16])[CH:31]=1)[O:21][CH2:22][C:23]1[CH:24]=[C:25]([NH:28][C:2]2[CH:7]=[CH:6][N:5]=[C:4]([NH:8][CH2:9][C:10]3[O:14][N:13]=[C:12]([CH3:15])[CH:11]=3)[N:3]=2)[NH:26][N:27]=1. (7) Given the reactants [NH2:1][C:2]1[N:7]=[N:6][C:5]([C:8]2[C:9]([F:19])=[C:10]([OH:18])[C:11]([CH:14]3[CH2:17][CH2:16][CH2:15]3)=[CH:12][CH:13]=2)=[CH:4][CH:3]=1.Cl[C:21]1[CH:26]=[C:25]([O:27]C)[N:24]=[CH:23][N:22]=1, predict the reaction product. The product is: [NH2:1][C:2]1[N:7]=[N:6][C:5]([C:8]2[C:9]([F:19])=[C:10]([C:11]([CH:14]3[CH2:15][CH2:16][CH2:17]3)=[CH:12][CH:13]=2)[O:18][C:21]2[N:22]=[CH:23][N:24]=[C:25]([OH:27])[CH:26]=2)=[CH:4][CH:3]=1. (8) Given the reactants [CH:1]1([NH:6][C:7]2[CH:12]=[C:11]([NH:13][CH:14]3[CH2:16][CH2:15]3)[N:10]3[N:17]=[CH:18][C:19]([CH:20]=O)=[C:9]3[N:8]=2)[CH2:5][CH2:4][CH2:3][CH2:2]1.[NH:22]1[CH2:28][C:26](=[O:27])[NH:25][C:23]1=[O:24].N1CCCCC1, predict the reaction product. The product is: [CH:1]1([NH:6][C:7]2[CH:12]=[C:11]([NH:13][CH:14]3[CH2:16][CH2:15]3)[N:10]3[N:17]=[CH:18][C:19](/[CH:20]=[C:28]4/[C:26](=[O:27])[NH:25][C:23](=[O:24])[NH:22]/4)=[C:9]3[N:8]=2)[CH2:2][CH2:3][CH2:4][CH2:5]1. (9) Given the reactants [NH:1]1[C:11]2[C:6](=[CH:7][CH:8]=[CH:9][CH:10]=2)[C:4](=O)[C:2]1=[O:3].[H-].[Na+].Br[CH2:15][CH2:16][O:17][CH3:18].O.NN.Cl, predict the reaction product. The product is: [CH3:18][O:17][CH2:16][CH2:15][N:1]1[C:11]2[C:6](=[CH:7][CH:8]=[CH:9][CH:10]=2)[CH2:4][C:2]1=[O:3]. (10) Given the reactants [CH2:1]([C:4]1[S:29][C:7]2[N:8]=[C:9]([O:25][CH2:26][CH2:27][NH2:28])[N:10]=[C:11]([N:12]3[CH2:17][CH2:16][N:15]4[C:18]([C:21]([F:24])([F:23])[F:22])=[N:19][N:20]=[C:14]4[CH2:13]3)[C:6]=2[CH:5]=1)[CH2:2][CH3:3].[F:30][C:31]([F:37])([F:36])[S:32](Cl)(=[O:34])=[O:33], predict the reaction product. The product is: [F:30][C:31]([F:37])([F:36])[S:32]([NH:28][CH2:27][CH2:26][O:25][C:9]1[N:10]=[C:11]([N:12]2[CH2:17][CH2:16][N:15]3[C:18]([C:21]([F:22])([F:24])[F:23])=[N:19][N:20]=[C:14]3[CH2:13]2)[C:6]2[CH:5]=[C:4]([CH2:1][CH2:2][CH3:3])[S:29][C:7]=2[N:8]=1)(=[O:34])=[O:33].